From a dataset of Peptide-MHC class I binding affinity with 185,985 pairs from IEDB/IMGT. Regression. Given a peptide amino acid sequence and an MHC pseudo amino acid sequence, predict their binding affinity value. This is MHC class I binding data. (1) The peptide sequence is PTLVPQEHY. The MHC is HLA-A23:01 with pseudo-sequence HLA-A23:01. The binding affinity (normalized) is 0. (2) The peptide sequence is YVRTNGTSK. The MHC is HLA-A26:01 with pseudo-sequence HLA-A26:01. The binding affinity (normalized) is 0.0847. (3) The peptide sequence is SIDVDKRTK. The MHC is HLA-A11:01 with pseudo-sequence HLA-A11:01. The binding affinity (normalized) is 0.431.